From a dataset of Catalyst prediction with 721,799 reactions and 888 catalyst types from USPTO. Predict which catalyst facilitates the given reaction. Reactant: [C:1]([O:7][CH2:8][CH2:9][CH2:10][CH2:11][CH2:12][Br:13])(=[O:6])[C:2]([CH3:5])([CH3:4])[CH3:3].[C:14]1([P:20]([C:27]2[CH:32]=[CH:31][CH:30]=[CH:29][CH:28]=2)[C:21]2[CH:26]=[CH:25][CH:24]=[CH:23][CH:22]=2)[CH:19]=[CH:18][CH:17]=[CH:16][CH:15]=1. Product: [Br-:13].[C:27]1([P+:20]([C:14]2[CH:15]=[CH:16][CH:17]=[CH:18][CH:19]=2)([C:21]2[CH:26]=[CH:25][CH:24]=[CH:23][CH:22]=2)[CH2:12][CH2:11][CH2:10][CH2:9][CH2:8][O:7][C:1](=[O:6])[C:2]([CH3:5])([CH3:4])[CH3:3])[CH:28]=[CH:29][CH:30]=[CH:31][CH:32]=1. The catalyst class is: 11.